From a dataset of Reaction yield outcomes from USPTO patents with 853,638 reactions. Predict the reaction yield, written as a fraction of the theoretical maximum amount of product (1.0 means a 100% yield; for example, 0.34 means a 34% yield). (1) The catalyst is CO. The product is [C:1]([NH:4][C@@H:5]([CH3:11])[CH2:6][C:7]([O:9][CH3:10])=[O:8])(=[O:3])[CH3:2]. The yield is 0.990. The reactants are [C:1]([NH:4]/[C:5](/[CH3:11])=[CH:6]/[C:7]([O:9][CH3:10])=[O:8])(=[O:3])[CH3:2].[H][H]. (2) The reactants are [CH3:1][C:2]1[CH:3]=[C:4]([C:16](=[O:18])[CH3:17])[CH:5]=[CH:6][C:7]=1[O:8][CH2:9][C:10]1[CH:15]=[CH:14][CH:13]=[CH:12][CH:11]=1.[H-].[Na+].[CH3:21][O:22][CH2:23][CH2:24][O:25][C:26]1[CH:35]=[CH:34][CH:33]=[CH:32][C:27]=1[C:28](OC)=[O:29].Cl. The catalyst is O1CCCC1.O. The product is [CH3:21][O:22][CH2:23][CH2:24][O:25][C:26]1[CH:35]=[CH:34][CH:33]=[CH:32][C:27]=1[C:28](=[O:29])[CH2:17][C:16]([C:4]1[CH:5]=[CH:6][C:7]([O:8][CH2:9][C:10]2[CH:11]=[CH:12][CH:13]=[CH:14][CH:15]=2)=[C:2]([CH3:1])[CH:3]=1)=[O:18]. The yield is 0.170. (3) The reactants are [O:1]([C:8]1[CH:13]=[CH:12][C:11]([CH2:14][C:15]([OH:17])=O)=[CH:10][CH:9]=1)[C:2]1[CH:7]=[CH:6][CH:5]=[CH:4][CH:3]=1.[CH2:18](Cl)CCl.C1C=CC2N(O)N=NC=2C=1.CCN(CC)CC.[O:39]1[CH:43]=[CH:42][N:41]=[C:40]1[C:44]1[C:52]2[C:47](=[CH:48][CH:49]=[C:50]([NH2:53])[CH:51]=2)[NH:46][N:45]=1. The catalyst is CN(C=O)C.C(OCC)(=O)C. The product is [CH2:2]([O:1][C:8]1[CH:9]=[CH:10][C:11]([CH2:14][C:15]([NH:53][C:50]2[CH:51]=[C:52]3[C:47](=[CH:48][CH:49]=2)[NH:46][N:45]=[C:44]3[C:40]2[O:39][CH:43]=[CH:42][N:41]=2)=[O:17])=[CH:12][CH:13]=1)[C:7]1[CH:6]=[CH:5][CH:4]=[CH:3][CH:18]=1. The yield is 0.470.